Dataset: Forward reaction prediction with 1.9M reactions from USPTO patents (1976-2016). Task: Predict the product of the given reaction. (1) Given the reactants [Cl:1][C:2]1[CH:3]=[CH:4][C:5]2[N:11]3[CH:12]=[CH:13][CH:14]=[C:10]3[C@@H:9]([CH2:15][CH2:16][N:17]3[NH:21][N:20]=[C:19]([S:22][CH2:23][C:24]([O:26]CC)=[O:25])[NH:18]3)[O:8][C@H:7]([C:29]3[CH:34]=[CH:33][CH:32]=[C:31]([O:35][CH3:36])[C:30]=3[O:37][CH3:38])[C:6]=2[CH:39]=1.C(=O)([O-])[O-].[K+].[K+], predict the reaction product. The product is: [Cl:1][C:2]1[CH:3]=[CH:4][C:5]2[N:11]3[CH:12]=[CH:13][CH:14]=[C:10]3[C@@H:9]([CH2:15][CH2:16][N:17]3[NH:21][N:20]=[C:19]([S:22][CH2:23][C:24]([OH:26])=[O:25])[NH:18]3)[O:8][C@H:7]([C:29]3[CH:34]=[CH:33][CH:32]=[C:31]([O:35][CH3:36])[C:30]=3[O:37][CH3:38])[C:6]=2[CH:39]=1. (2) The product is: [F:28][C:5]1[C:6]([C:8]2[CH:13]=[CH:12][C:11]([N:14]3[C@@H:18]([C:19]4[CH:24]=[CH:23][CH:22]=[CH:21][CH:20]=4)[C:17]([CH3:26])([CH3:25])[O:16][C:15]3=[O:27])=[CH:10][CH:9]=2)=[CH:7][C:2]([C:34]2[N:39]=[CH:38][CH:37]=[CH:36][N:35]=2)=[N:3][CH:4]=1. Given the reactants Br[C:2]1[CH:7]=[C:6]([C:8]2[CH:13]=[CH:12][C:11]([N:14]3[C@@H:18]([C:19]4[CH:24]=[CH:23][CH:22]=[CH:21][CH:20]=4)[C:17]([CH3:26])([CH3:25])[O:16][C:15]3=[O:27])=[CH:10][CH:9]=2)[C:5]([F:28])=[CH:4][N:3]=1.C([Sn](CCCC)(CCCC)[C:34]1[N:39]=[CH:38][CH:37]=[CH:36][N:35]=1)CCC.[Cl-].[Li+], predict the reaction product. (3) Given the reactants Br[C:2]1[C:10]2[O:9][C:8]([CH3:12])([CH3:11])[CH2:7][C:6]=2[C:5]([CH3:13])=[C:4]([NH:14][C:15](=[O:21])[O:16][C:17]([CH3:20])([CH3:19])[CH3:18])[C:3]=1[CH3:22].C([Li])CCC.[CH:28]([C:31]1[CH:38]=[CH:37][C:34]([CH:35]=[O:36])=[CH:33][CH:32]=1)([CH3:30])[CH3:29].O, predict the reaction product. The product is: [OH:36][CH:35]([C:34]1[CH:37]=[CH:38][C:31]([CH:28]([CH3:30])[CH3:29])=[CH:32][CH:33]=1)[C:2]1[C:10]2[O:9][C:8]([CH3:12])([CH3:11])[CH2:7][C:6]=2[C:5]([CH3:13])=[C:4]([NH:14][C:15](=[O:21])[O:16][C:17]([CH3:20])([CH3:19])[CH3:18])[C:3]=1[CH3:22]. (4) Given the reactants [NH2:1][N:2]1[CH2:6][N:5]=[C:4]([C:7]2[CH:12]=[CH:11][CH:10]=[C:9]([I:13])[CH:8]=2)O1.[OH-].[K+].[C:16](O)(=[O:18])[CH3:17], predict the reaction product. The product is: [CH2:16]([O:18][C:6]1[NH:2][N:1]=[C:4]([C:7]2[CH:12]=[CH:11][CH:10]=[C:9]([I:13])[CH:8]=2)[N:5]=1)[CH3:17]. (5) Given the reactants [Cl:1][C:2]1[CH:3]=[C:4]([NH:8][C:9]2[N:14]=[C:13]([C:15]([F:18])([F:17])[F:16])[C:12]([CH:19]=O)=[CH:11][N:10]=2)[CH:5]=[CH:6][CH:7]=1.Cl.[CH:22]1([CH2:27][NH2:28])[CH2:26][CH2:25][CH2:24][CH2:23]1.[C:29]([OH:32])(=[O:31])C.C([BH3-])#N, predict the reaction product. The product is: [Cl:1][C:2]1[CH:3]=[C:4]([NH:8][C:9]2[N:14]=[C:13]([C:15]([F:18])([F:17])[F:16])[C:12]([CH2:19][NH:28][CH2:27][CH:22]3[CH2:26][CH2:25][CH2:24][CH2:23]3)=[CH:11][N:10]=2)[CH:5]=[CH:6][CH:7]=1.[CH:29]([O-:32])=[O:31].